From a dataset of Full USPTO retrosynthesis dataset with 1.9M reactions from patents (1976-2016). Predict the reactants needed to synthesize the given product. (1) Given the product [CH3:1][C@@H:2]1[N:13]([CH3:14])[C:12](=[O:15])[C@H:11]([CH2:16][C:17]([NH:32][CH2:31][CH2:30][CH2:29][C:28]([F:34])([F:33])[F:27])=[O:18])[CH2:10][CH:9]=[CH:8][CH2:7][CH2:6][C:5](=[O:20])[O:4][C@@H:3]1[C:21]1[CH:22]=[CH:23][CH:24]=[CH:25][CH:26]=1, predict the reactants needed to synthesize it. The reactants are: [CH3:1][C@@H:2]1[N:13]([CH3:14])[C:12](=[O:15])[C@H:11]([CH2:16][C:17](O)=[O:18])[CH2:10][CH:9]=[CH:8][CH2:7][CH2:6][C:5](=[O:20])[O:4][C@@H:3]1[C:21]1[CH:26]=[CH:25][CH:24]=[CH:23][CH:22]=1.[F:27][C:28]([F:34])([F:33])[CH2:29][CH2:30][CH2:31][NH2:32].CO.C(Cl)Cl. (2) Given the product [C:1]([N:4]1[C@H:8]([CH2:9][F:29])[C@@H:7]([C:11]2[CH:16]=[CH:15][C:14]([S:17]([CH3:20])(=[O:19])=[O:18])=[CH:13][CH:12]=2)[O:6][C:5]1([CH3:22])[CH3:21])(=[O:3])[CH3:2], predict the reactants needed to synthesize it. The reactants are: [C:1]([N:4]1[C@H:8]([CH2:9]O)[C@@H:7]([C:11]2[CH:16]=[CH:15][C:14]([S:17]([CH3:20])(=[O:19])=[O:18])=[CH:13][CH:12]=2)[O:6][C:5]1([CH3:22])[CH3:21])(=[O:3])[CH3:2].C(N(CC)C(F)(F)C(F)C(F)(F)[F:29])C. (3) Given the product [CH3:34][C:13]1[C:14]([CH3:33])=[C:15]([NH:20][CH2:21][CH2:22][O:23][CH2:24][CH2:25][CH2:26][C:27]2[CH:28]=[N:29][CH:30]=[CH:31][CH:32]=2)[C:16]([N+:17]([O-:19])=[O:18])=[C:11]([O:9][C:3]2[CH:8]=[CH:7][CH:6]=[CH:5][CH:4]=2)[N:12]=1, predict the reactants needed to synthesize it. The reactants are: [H-].[Na+].[C:3]1([OH:9])[CH:8]=[CH:7][CH:6]=[CH:5][CH:4]=1.Cl[C:11]1[C:16]([N+:17]([O-:19])=[O:18])=[C:15]([NH:20][CH2:21][CH2:22][O:23][CH2:24][CH2:25][CH2:26][C:27]2[CH:28]=[N:29][CH:30]=[CH:31][CH:32]=2)[C:14]([CH3:33])=[C:13]([CH3:34])[N:12]=1. (4) Given the product [F:22][CH:2]([F:1])[CH2:3][O:4][C:5]1[CH:6]=[CH:7][C:8]([N:11]2[C:16](=[O:17])[C:15]3[CH:18]=[CH:19][NH:20][C:14]=3[N:13]=[C:12]2[S:21][CH2:24][CH3:25])=[CH:9][CH:10]=1, predict the reactants needed to synthesize it. The reactants are: [F:1][CH:2]([F:22])[CH2:3][O:4][C:5]1[CH:10]=[CH:9][C:8]([N:11]2[C:16](=[O:17])[C:15]3[CH:18]=[CH:19][NH:20][C:14]=3[NH:13][C:12]2=[S:21])=[CH:7][CH:6]=1.I[CH2:24][CH3:25].C(=O)([O-])O.[Na+]. (5) Given the product [C:7]([C:8]1[CH:10]=[C:29]([CH:5]=[CH:4][CH:9]=1)[C:30]([NH:1][C:2]1[N:15]([CH2:16][CH2:17][CH2:18][O:19][CH3:20])[C:5]2=[N:6][CH:7]=[C:8]([C:10]([OH:12])=[O:11])[CH:9]=[C:4]2[N:3]=1)=[O:25])#[N:6], predict the reactants needed to synthesize it. The reactants are: [NH2:1][C:2]1[N:15]([CH2:16][CH2:17][CH2:18][O:19][CH3:20])[C:5]2=[N:6][CH:7]=[C:8]([C:10]([O:12]CC)=[O:11])[CH:9]=[C:4]2[N:3]=1.O.[OH-].[Li+].Cl.[O:25]1[CH2:30][CH2:29]OCC1. (6) Given the product [Br:27][C:26]1[CH:25]=[N:24][N:23]([CH3:28])[C:22]=1[C:16]1[CH:15]=[C:14]([NH:13][C:11]([NH:10][C:6]2[CH:7]=[CH:8][CH:9]=[C:4]([C:1](=[N:30][OH:31])[CH3:2])[CH:5]=2)=[O:12])[CH:19]=[CH:18][C:17]=1[O:20][CH3:21], predict the reactants needed to synthesize it. The reactants are: [C:1]([C:4]1[CH:5]=[C:6]([NH:10][C:11]([NH:13][C:14]2[CH:19]=[CH:18][C:17]([O:20][CH3:21])=[C:16]([C:22]3[N:23]([CH3:28])[N:24]=[CH:25][C:26]=3[Br:27])[CH:15]=2)=[O:12])[CH:7]=[CH:8][CH:9]=1)(=O)[CH3:2].Cl.[NH2:30][OH:31].Cl.